This data is from Forward reaction prediction with 1.9M reactions from USPTO patents (1976-2016). The task is: Predict the product of the given reaction. Given the reactants [F:1][C:2]([F:36])([F:35])[C:3]1[CH:34]=[CH:33][C:6]([CH2:7][N:8]2[C:31](=[O:32])[N:11]3[NH:12][CH:13]([CH3:30])[C:14]([C:23]4[CH:28]=[CH:27][C:26]([Cl:29])=[CH:25][CH:24]=4)=[C:15]([C:16]4[CH:21]=[CH:20][C:19]([Cl:22])=[CH:18][CH:17]=4)[C:10]3=[N:9]2)=[CH:5][CH:4]=1.C(C1C(=O)C(Cl)=C(Cl)C(=O)C=1C#N)#N, predict the reaction product. The product is: [F:35][C:2]([F:1])([F:36])[C:3]1[CH:34]=[CH:33][C:6]([CH2:7][N:8]2[C:31](=[O:32])[N:11]3[N:12]=[C:13]([CH3:30])[C:14]([C:23]4[CH:28]=[CH:27][C:26]([Cl:29])=[CH:25][CH:24]=4)=[C:15]([C:16]4[CH:17]=[CH:18][C:19]([Cl:22])=[CH:20][CH:21]=4)[C:10]3=[N:9]2)=[CH:5][CH:4]=1.